From a dataset of Reaction yield outcomes from USPTO patents with 853,638 reactions. Predict the reaction yield, written as a fraction of the theoretical maximum amount of product (1.0 means a 100% yield; for example, 0.34 means a 34% yield). (1) The reactants are [Cl:1][C:2]1[S:6][C:5]([C:7]([OH:9])=O)=[CH:4][C:3]=1[C:10]1[N:14]([CH2:15][CH3:16])[N:13]=[CH:12][C:11]=1[Cl:17].C1CN([P+](Br)(N2CCCC2)N2CCCC2)CC1.F[P-](F)(F)(F)(F)F.CCN(C(C)C)C(C)C.[NH2:51][C@@H:52]([CH2:65][C:66]1[CH:71]=[CH:70][CH:69]=[C:68]([F:72])[CH:67]=1)[CH2:53][N:54]1[C:62](=[O:63])[C:61]2[C:56](=[CH:57][CH:58]=[CH:59][CH:60]=2)[C:55]1=[O:64]. The catalyst is C(Cl)Cl. The product is [Cl:1][C:2]1[S:6][C:5]([C:7]([NH:51][C@@H:52]([CH2:65][C:66]2[CH:71]=[CH:70][CH:69]=[C:68]([F:72])[CH:67]=2)[CH2:53][N:54]2[C:62](=[O:63])[C:61]3[C:56](=[CH:57][CH:58]=[CH:59][CH:60]=3)[C:55]2=[O:64])=[O:9])=[CH:4][C:3]=1[C:10]1[N:14]([CH2:15][CH3:16])[N:13]=[CH:12][C:11]=1[Cl:17]. The yield is 0.770. (2) The reactants are Cl[C:2]1[C:11]([Cl:12])=[N:10][C:9]2[C:4](=[CH:5][CH:6]=[CH:7][CH:8]=2)[N:3]=1.[Cl:13][C:14]1[N:19]=[CH:18][C:17]([S:20]([NH2:23])(=[O:22])=[O:21])=[CH:16][CH:15]=1.C([O-])([O-])=O.[K+].[K+].CS(C)=O. The catalyst is CC(O)=O. The product is [Cl:13][C:14]1[N:19]=[CH:18][C:17]([S:20]([NH:23][C:2]2[C:11]([Cl:12])=[N:10][C:9]3[C:4](=[CH:5][CH:6]=[CH:7][CH:8]=3)[N:3]=2)(=[O:21])=[O:22])=[CH:16][CH:15]=1. The yield is 0.960. (3) The reactants are [S:1]1[C:5]2[CH:6]=[CH:7][CH:8]=[CH:9][C:4]=2[N:3]=[C:2]1[NH:10][C:11]([O:13][CH2:14][C@@H:15]([N:33]([CH3:46])[C:34]([NH:36][CH2:37][C:38]1[CH:43]=[CH:42][CH:41]=[C:40]([F:44])[C:39]=1[Cl:45])=[O:35])[CH2:16][CH2:17][C:18]([N:20]1[CH2:25][CH2:24][N:23](C(OC(C)(C)C)=O)[CH2:22][CH2:21]1)=[O:19])=[O:12].C(O)(C(F)(F)F)=O. The catalyst is C(Cl)Cl. The product is [S:1]1[C:5]2[CH:6]=[CH:7][CH:8]=[CH:9][C:4]=2[N:3]=[C:2]1[NH:10][C:11](=[O:12])[O:13][CH2:14][C@@H:15]([N:33]([CH3:46])[C:34]([NH:36][CH2:37][C:38]1[CH:43]=[CH:42][CH:41]=[C:40]([F:44])[C:39]=1[Cl:45])=[O:35])[CH2:16][CH2:17][C:18](=[O:19])[N:20]1[CH2:25][CH2:24][NH:23][CH2:22][CH2:21]1. The yield is 0.710. (4) The reactants are [CH:1](=[C:8]1/[N:9]=[C:10]([C:14]2[CH:19]=[CH:18][CH:17]=[CH:16][C:15]=2[F:20])[NH:11][C:12]/1=[O:13])/[C:2]1[CH:7]=[CH:6][CH:5]=[CH:4][CH:3]=1.[CH:21](=[O:30])/[CH:22]=[CH:23]/[C:24]1[CH:29]=[CH:28][CH:27]=[CH:26][CH:25]=1. No catalyst specified. The product is [CH2:23]([CH:22]1[C:21](=[O:30])[O:13][C:12]2[NH:11][C:10]([C:14]3[CH:19]=[CH:18][CH:17]=[CH:16][C:15]=3[F:20])=[N:9][C:8]=2[CH:1]1[C:2]1[CH:3]=[CH:4][CH:5]=[CH:6][CH:7]=1)[C:24]1[CH:29]=[CH:28][CH:27]=[CH:26][CH:25]=1. The yield is 0.650. (5) The reactants are [Cl:1][C:2]1[C:10]2[C:5](=[CH:6][C:7]([S:11]([N:14]3[CH2:19][C:18](=[O:20])[N:17]([CH2:21][CH:22]4[CH2:27][CH2:26][N:25]([C:28]5[CH:33]=[CH:32][C:31](=[O:34])[N:30]([CH3:35])[N:29]=5)[CH2:24][CH2:23]4)[CH:16]([C:36](O)=[O:37])[CH2:15]3)(=[O:13])=[O:12])=[CH:8][CH:9]=2)[NH:4][CH:3]=1.[CH:39]([N:42](C(C)C)CC)([CH3:41])[CH3:40].F[B-](F)(F)F.N1(OC(N(C)C)=[N+](C)C)C2C=CC=CC=2N=N1.C(NC(C)C)(C)C.C(N)(C)C. The catalyst is CN(C)C=O. The product is [CH:39]([NH:42][C:36]([CH:16]1[CH2:15][N:14]([S:11]([C:7]2[CH:6]=[C:5]3[C:10]([C:2]([Cl:1])=[CH:3][NH:4]3)=[CH:9][CH:8]=2)(=[O:13])=[O:12])[CH2:19][C:18](=[O:20])[N:17]1[CH2:21][CH:22]1[CH2:23][CH2:24][N:25]([C:28]2[CH:33]=[CH:32][C:31](=[O:34])[N:30]([CH3:35])[N:29]=2)[CH2:26][CH2:27]1)=[O:37])([CH3:41])[CH3:40]. The yield is 0.530. (6) The reactants are [CH2:1]([NH:8][C:9]1[CH:10]=[C:11]([C:18]2[C:19]([C:24]#[N:25])=[CH:20][CH:21]=[CH:22][CH:23]=2)[CH:12]=[CH:13][C:14]=1[N+:15]([O-:17])=[O:16])[C:2]1[CH:7]=[CH:6][CH:5]=[CH:4][CH:3]=1.[N-:26]=[N+:27]=[N-:28].[Na+]. The catalyst is CN1C(=O)CCC1.Cl.O.[Br-].[Zn+2].[Br-]. The product is [CH2:1]([NH:8][C:9]1[CH:10]=[C:11]([C:18]2[CH:23]=[CH:22][CH:21]=[CH:20][C:19]=2[C:24]2[NH:28][N:27]=[N:26][N:25]=2)[CH:12]=[CH:13][C:14]=1[N+:15]([O-:17])=[O:16])[C:2]1[CH:7]=[CH:6][CH:5]=[CH:4][CH:3]=1. The yield is 0.490. (7) The reactants are [CH2:12]([Sn]([CH2:12][CH2:13][CH2:14][CH3:15])([CH2:12][CH2:13][CH2:14][CH3:15])C=C)[CH2:13][CH2:14][CH3:15].[Cl:16][C:17]1[N:18]=[N:19]C(Cl)=[CH:21][C:22]=1C.[F-].[K+].CC(OC)(C)C. The catalyst is CN(C=O)C.Cl[Pd](Cl)([P](C1C=CC=CC=1)(C1C=CC=CC=1)C1C=CC=CC=1)[P](C1C=CC=CC=1)(C1C=CC=CC=1)C1C=CC=CC=1.O. The product is [Cl:16][C:17]1[N:18]=[N:19][C:13]([CH:14]=[CH2:15])=[CH:12][C:22]=1[CH3:21]. The yield is 0.180. (8) The product is [CH:1]1([CH2:4][N:5]2[C:9](=[O:10])[C:8]3=[CH:11][C:12]([NH2:15])=[CH:13][CH:14]=[C:7]3[C:6]2=[O:18])[CH2:2][CH2:3]1. The reactants are [CH:1]1([CH2:4][N:5]2[C:9](=[O:10])[C:8]3=[CH:11][C:12]([N+:15]([O-])=O)=[CH:13][CH:14]=[C:7]3[C:6]2=[O:18])[CH2:3][CH2:2]1.S(S([O-])=O)([O-])=O.[Na+].[Na+].C(=O)([O-])[O-].[Na+].[Na+]. The catalyst is CO.O. The yield is 0.490. (9) The reactants are [O-]CC.[Na+].Cl.[CH:6]([NH2:8])=[NH:7].C(O[C:12](=[O:24])[CH:13]([C:22]#[N:23])[CH2:14][CH:15]([O:19][CH2:20][CH3:21])[O:16][CH2:17][CH3:18])C. The catalyst is C(O)C. The product is [NH2:23][C:22]1[N:7]=[CH:6][NH:8][C:12](=[O:24])[C:13]=1[CH2:14][CH:15]([O:19][CH2:20][CH3:21])[O:16][CH2:17][CH3:18]. The yield is 0.660.